The task is: Predict the reactants needed to synthesize the given product.. This data is from Full USPTO retrosynthesis dataset with 1.9M reactions from patents (1976-2016). (1) Given the product [NH2:1][C:4]1[CH:26]=[CH:25][C:7]([NH:8][CH2:9][CH2:10][C:11]2[N:16]=[C:15]([NH:17][C:18](=[O:24])[O:19][C:20]([CH3:22])([CH3:21])[CH3:23])[CH:14]=[CH:13][CH:12]=2)=[CH:6][CH:5]=1, predict the reactants needed to synthesize it. The reactants are: [N+:1]([C:4]1[CH:26]=[CH:25][C:7]([NH:8][CH2:9][CH2:10][C:11]2[N:16]=[C:15]([NH:17][C:18](=[O:24])[O:19][C:20]([CH3:23])([CH3:22])[CH3:21])[CH:14]=[CH:13][CH:12]=2)=[CH:6][CH:5]=1)([O-])=O.[H][H]. (2) Given the product [CH2:6]1[O:16][C:9]2([CH2:14][CH2:13][CH:12]([NH:4][CH2:1][CH2:2][CH3:3])[CH2:11][CH2:10]2)[O:8][CH2:7]1, predict the reactants needed to synthesize it. The reactants are: [CH2:1]([NH2:4])[CH2:2][CH3:3].Cl.[CH2:6]1[O:16][C:9]2([CH2:14][CH2:13][CH2:12][CH2:11][C:10]2=O)[O:8][CH2:7]1.C([BH3-])#N.[Na+].C(=O)([O-])[O-].[Na+].[Na+].